Predict which catalyst facilitates the given reaction. From a dataset of Catalyst prediction with 721,799 reactions and 888 catalyst types from USPTO. (1) Reactant: [Cl:1][CH2:2][C:3]([NH:5][C:6]1[C:10]2[CH:11]=[C:12]([CH:15]3[CH2:17][CH2:16]3)[CH:13]=[CH:14][C:9]=2[O:8][C:7]=1[C:18]([NH2:20])=[O:19])=O.OS([O-])(=O)=O.[Na+]. Product: [Cl:1][CH2:2][C:3]1[NH:20][C:18](=[O:19])[C:7]2[O:8][C:9]3[CH:14]=[CH:13][C:12]([CH:15]4[CH2:17][CH2:16]4)=[CH:11][C:10]=3[C:6]=2[N:5]=1. The catalyst class is: 74. (2) Reactant: [F:1][C:2]1[CH:3]=[C:4]([CH:7]=[C:8]([F:10])[CH:9]=1)[CH2:5][NH2:6].[Br:11][C:12]1[S:16][C:15]([C:17](Cl)=[O:18])=[CH:14][CH:13]=1. Product: [F:1][C:2]1[CH:3]=[C:4]([CH:7]=[C:8]([F:10])[CH:9]=1)[CH2:5][NH:6][C:17]([C:15]1[S:16][C:12]([Br:11])=[CH:13][CH:14]=1)=[O:18]. The catalyst class is: 4. (3) Reactant: [CH3:1][O:2][C:3]1[CH:4]=[C:5]([CH2:19][NH2:20])[CH:6]=[C:7]([C:9]2[CH:14]=[CH:13][C:12]([C:15]([F:18])([F:17])[F:16])=[CH:11][CH:10]=2)[CH:8]=1.[CH2:21]([N:23]([CH2:34][C:35](O)=[O:36])[S:24]([C:27]1[CH:32]=[CH:31][C:30]([F:33])=[CH:29][CH:28]=1)(=[O:26])=[O:25])[CH3:22].CN(C(ON1N=NC2C=CC=NC1=2)=[N+](C)C)C.F[P-](F)(F)(F)(F)F.C(N(CC)C(C)C)(C)C.OS([O-])(=O)=O.[K+]. Product: [CH2:21]([N:23]([S:24]([C:27]1[CH:28]=[CH:29][C:30]([F:33])=[CH:31][CH:32]=1)(=[O:26])=[O:25])[CH2:34][C:35]([NH:20][CH2:19][C:5]1[CH:6]=[C:7]([C:9]2[CH:10]=[CH:11][C:12]([C:15]([F:17])([F:16])[F:18])=[CH:13][CH:14]=2)[CH:8]=[C:3]([O:2][CH3:1])[CH:4]=1)=[O:36])[CH3:22]. The catalyst class is: 2. (4) Reactant: [Br:1][C:2]1[C:10]2[C:9]3[CH2:11][N:12]([CH2:21][C:22]([F:25])([F:24])[F:23])[C:13](=[O:20])[C@H:14]([CH2:16][C:17](O)=[O:18])[CH2:15][C:8]=3[CH:7]=[C:6]([Br:26])[C:5]=2[NH:4][N:3]=1.C(N(CC)C(C)C)(C)C.CN(C(ON1N=NC2C=CC=CC1=2)=[N+](C)C)C.[B-](F)(F)(F)F.Cl.Cl.[NH:60]1[CH2:65][CH2:64][CH:63]([N:66]2[C:74]3[C:69](=[N:70][CH:71]=[CH:72][CH:73]=3)[NH:68][C:67]2=[O:75])[CH2:62][CH2:61]1. Product: [Br:1][C:2]1[C:10]2[C:9]3[CH2:11][N:12]([CH2:21][C:22]([F:25])([F:23])[F:24])[C:13](=[O:20])[C@H:14]([CH2:16][C:17](=[O:18])[N:60]4[CH2:61][CH2:62][CH:63]([N:66]5[C:74]6[C:69](=[N:70][CH:71]=[CH:72][CH:73]=6)[NH:68][C:67]5=[O:75])[CH2:64][CH2:65]4)[CH2:15][C:8]=3[CH:7]=[C:6]([Br:26])[C:5]=2[NH:4][N:3]=1. The catalyst class is: 9. (5) Reactant: C1COCC1.[Br:6][C:7]1[CH:8]=[C:9]([Mg]Br)[CH:10]=[CH:11][CH:12]=1.[CH2:15]([N:22]1[CH2:27][CH:26]=[C:25]([C:28]([O:30][CH3:31])=[O:29])[CH2:24][CH2:23]1)[C:16]1[CH:21]=[CH:20][CH:19]=[CH:18][CH:17]=1. Product: [CH2:15]([N:22]1[CH2:27][CH2:26][CH:25]([C:28]([O:30][CH3:31])=[O:29])[CH:24]([C:9]2[CH:10]=[CH:11][CH:12]=[C:7]([Br:6])[CH:8]=2)[CH2:23]1)[C:16]1[CH:17]=[CH:18][CH:19]=[CH:20][CH:21]=1. The catalyst class is: 11. (6) Reactant: [CH3:1][O:2][C:3]1[N:8]=[C:7]([O:9][CH3:10])[N:6]=[C:5]([CH:11]2[C:19]3[C:14](=[C:15]([F:21])[CH:16]=[C:17]([F:20])[CH:18]=3)[NH:13][C:12]2=[O:22])[N:4]=1.CN1C=CN=C1.[F:29][CH:30]([F:35])[S:31](Cl)(=[O:33])=[O:32].O. Product: [F:29][CH:30]([F:35])[S:31]([N:13]1[C:14]2[C:19](=[CH:18][C:17]([F:20])=[CH:16][C:15]=2[F:21])[CH:11]([C:5]2[N:4]=[C:3]([O:2][CH3:1])[N:8]=[C:7]([O:9][CH3:10])[N:6]=2)[C:12]1=[O:22])(=[O:33])=[O:32]. The catalyst class is: 4. (7) Reactant: [CH2:1]([O:3][C:4](=[O:39])[CH2:5][C:6]([N:8]([CH2:28][CH2:29][CH2:30][S:31]([N:34]1[CH2:38][CH2:37][CH2:36][CH2:35]1)(=[O:33])=[O:32])[C:9]1[C:10]([C:23](OCC)=[O:24])=[N:11][CH:12]=[C:13]([CH2:15][C:16]2[CH:21]=[CH:20][C:19]([F:22])=[CH:18][CH:17]=2)[CH:14]=1)=[O:7])[CH3:2].[O-]CC.[Na+]. Product: [F:22][C:19]1[CH:20]=[CH:21][C:16]([CH2:15][C:13]2[CH:14]=[C:9]3[C:10]([C:23]([OH:24])=[C:5]([C:4]([O:3][CH2:1][CH3:2])=[O:39])[C:6](=[O:7])[N:8]3[CH2:28][CH2:29][CH2:30][S:31]([N:34]3[CH2:35][CH2:36][CH2:37][CH2:38]3)(=[O:32])=[O:33])=[N:11][CH:12]=2)=[CH:17][CH:18]=1. The catalyst class is: 40.